This data is from Forward reaction prediction with 1.9M reactions from USPTO patents (1976-2016). The task is: Predict the product of the given reaction. (1) Given the reactants [Br:1][CH:2]([CH2:15][Br:16])[CH2:3][O:4][C:5]1[CH:10]=[CH:9][N:8]=[CH:7][C:6]=1[O:11]COC.Cl, predict the reaction product. The product is: [Br:1][CH:2]([CH2:15][Br:16])[CH2:3][O:4][C:5]1[CH:10]=[CH:9][N:8]=[CH:7][C:6]=1[OH:11]. (2) Given the reactants [F:1][C:2]1[C:3]([N:9]=[CH:10][N:11]([CH3:13])[CH3:12])=[N:4][C:5]([OH:8])=[N:6][CH:7]=1.[CH3:14][C:15]1[CH:23]=[CH:22][CH:21]=[C:20]([CH3:24])[C:16]=1[C:17](Cl)=[O:18], predict the reaction product. The product is: [CH3:14][C:15]1[CH:23]=[CH:22][CH:21]=[C:20]([CH3:24])[C:16]=1[C:17]([N:6]1[CH:7]=[C:2]([F:1])[C:3]([N:9]=[CH:10][N:11]([CH3:13])[CH3:12])=[N:4][C:5]1=[O:8])=[O:18]. (3) The product is: [C:13]12([CH2:23][C:24]([NH:12][C:3]3[C:2]([CH3:1])=[CH:11][CH:10]=[C:9]4[C:4]=3[CH:5]=[CH:6][CH:7]=[N:8]4)=[O:25])[CH2:20][CH:19]3[CH2:18][CH:17]([CH2:16][CH:15]([CH2:21]3)[CH2:14]1)[CH2:22]2. Given the reactants [CH3:1][C:2]1[CH:11]=[CH:10][C:9]2[N:8]=[CH:7][CH:6]=[CH:5][C:4]=2[C:3]=1[NH2:12].[C:13]12([CH2:23][C:24](Cl)=[O:25])[CH2:22][CH:17]3[CH2:18][CH:19]([CH2:21][CH:15]([CH2:16]3)[CH2:14]1)[CH2:20]2.C(N(CC)CC)C, predict the reaction product.